This data is from Full USPTO retrosynthesis dataset with 1.9M reactions from patents (1976-2016). The task is: Predict the reactants needed to synthesize the given product. (1) Given the product [N+:8]([C:7]1[C:2]([NH:17][C:12]2[CH:13]=[CH:14][CH:15]=[CH:16][N:11]=2)=[N:3][CH:4]=[CH:5][CH:6]=1)([O-:10])=[O:9], predict the reactants needed to synthesize it. The reactants are: Cl[C:2]1[C:7]([N+:8]([O-:10])=[O:9])=[CH:6][CH:5]=[CH:4][N:3]=1.[N:11]1[CH:16]=[CH:15][CH:14]=[CH:13][C:12]=1[NH2:17]. (2) Given the product [F:22][CH:2]([F:1])[C:3]1[N:7]=[CH:6][N:5]([C:8]2[CH:13]=[C:12]([S:14]([CH2:15][C:16]([F:19])([F:18])[F:17])=[O:34])[C:11]([CH3:20])=[CH:10][C:9]=2[CH3:21])[N:4]=1, predict the reactants needed to synthesize it. The reactants are: [F:1][CH:2]([F:22])[C:3]1[N:7]=[CH:6][N:5]([C:8]2[CH:13]=[C:12]([S:14][CH2:15][C:16]([F:19])([F:18])[F:17])[C:11]([CH3:20])=[CH:10][C:9]=2[CH3:21])[N:4]=1.ClCCl.ClC1C=CC=C(C(OO)=[O:34])C=1.OS([O-])=O.[Na+]. (3) Given the product [BrH:14].[OH:3][C:4]1[CH:5]=[CH:6][CH:7]=[C:8]2[C:13]=1[CH2:12][NH:11][CH2:10][CH2:9]2, predict the reactants needed to synthesize it. The reactants are: Cl.C[O:3][C:4]1[CH:5]=[CH:6][CH:7]=[C:8]2[C:13]=1[CH2:12][NH:11][CH2:10][CH2:9]2.[BrH:14]. (4) The reactants are: C([O-])([O-])=O.[Na+].[Na+].[N:7]1[CH:12]=[CH:11][C:10]([C:13]([NH:15][NH2:16])=[O:14])=[CH:9][CH:8]=1.[CH2:17]([O:19][C:20]1[CH:21]=[C:22]([CH:26]=[CH:27][C:28]=1[O:29][CH2:30][CH3:31])[C:23](Cl)=O)[CH3:18].O. Given the product [CH2:17]([O:19][C:20]1[CH:21]=[C:22]([C:23]2[O:14][C:13]([C:10]3[CH:11]=[CH:12][N:7]=[CH:8][CH:9]=3)=[N:15][N:16]=2)[CH:26]=[CH:27][C:28]=1[O:29][CH2:30][CH3:31])[CH3:18], predict the reactants needed to synthesize it. (5) Given the product [O:6]=[C:2]([CH3:1])[CH2:7][CH2:8][CH2:9][CH2:10][N:11]1[CH:15]=[C:14]([NH:16][C:25](=[O:26])/[CH:24]=[CH:23]/[C:18]2[CH:19]=[CH:20][CH:21]=[CH:22][C:17]=2[CH3:28])[CH:13]=[N:12]1, predict the reactants needed to synthesize it. The reactants are: [CH3:1][C:2]1([CH2:7][CH2:8][CH2:9][CH2:10][N:11]2[CH:15]=[C:14]([NH2:16])[CH:13]=[N:12]2)[O:6]CCO1.[C:17]1([CH3:28])[CH:22]=[CH:21][CH:20]=[CH:19][C:18]=1/[CH:23]=[CH:24]/[C:25](O)=[O:26]. (6) Given the product [Cl:1][C:2]1[N:7]=[CH:6][C:5]([C:8]2[CH:17]=[CH:16][C:11]([C:12]([OH:14])=[O:13])=[CH:10][CH:9]=2)=[CH:4][CH:3]=1, predict the reactants needed to synthesize it. The reactants are: [Cl:1][C:2]1[N:7]=[CH:6][C:5]([C:8]2[CH:17]=[CH:16][C:11]([C:12]([O:14]C)=[O:13])=[CH:10][CH:9]=2)=[CH:4][CH:3]=1.O[Li].O. (7) Given the product [C:10]([C:12]1[CH:17]=[CH:16][C:15]([O:18][CH:2]([CH2:6][CH2:7][CH2:8][CH3:9])[C:3]([OH:5])=[O:4])=[CH:14][CH:13]=1)#[N:11].[C:10]([C:12]1[CH:17]=[CH:16][C:15]([O:18][CH:2]([CH2:6][CH2:7][CH2:8][CH3:9])[C:3]([NH:19][C:20]2[S:21][CH:22]=[CH:23][N:24]=2)=[O:4])=[CH:14][CH:13]=1)#[N:11], predict the reactants needed to synthesize it. The reactants are: Br[CH:2]([CH2:6][CH2:7][CH2:8][CH3:9])[C:3]([OH:5])=[O:4].[C:10]([C:12]1[CH:17]=[CH:16][C:15]([OH:18])=[CH:14][CH:13]=1)#[N:11].[NH2:19][C:20]1[S:21][CH:22]=[CH:23][N:24]=1.